This data is from Catalyst prediction with 721,799 reactions and 888 catalyst types from USPTO. The task is: Predict which catalyst facilitates the given reaction. (1) Reactant: C[O:2][C:3]([C:5]1([CH2:11][S:12]([N:15]2[CH2:20][CH2:19][CH:18]([O:21][C:22]3[CH:27]=[CH:26][C:25]([C:28]([F:31])([F:30])[F:29])=[CH:24][CH:23]=3)[CH2:17][CH2:16]2)(=[O:14])=[O:13])[CH2:10][CH2:9][O:8][CH2:7][CH2:6]1)=[O:4].O.[OH-].[Li+]. The catalyst class is: 24. Product: [F:31][C:28]([F:29])([F:30])[C:25]1[CH:24]=[CH:23][C:22]([O:21][CH:18]2[CH2:17][CH2:16][N:15]([S:12]([CH2:11][C:5]3([C:3]([OH:4])=[O:2])[CH2:10][CH2:9][O:8][CH2:7][CH2:6]3)(=[O:14])=[O:13])[CH2:20][CH2:19]2)=[CH:27][CH:26]=1. (2) Reactant: Cl[C:2]([O:4][CH2:5][Cl:6])=[O:3].Cl.[CH2:8]([O:15][C:16](=[O:22])[C@@H:17]1[CH2:21][CH2:20][CH2:19][NH:18]1)[C:9]1[CH:14]=[CH:13][CH:12]=[CH:11][CH:10]=1.CCN(CC)CC. Product: [N:18]1([C:2]([O:4][CH2:5][Cl:6])=[O:3])[CH2:19][CH2:20][CH2:21][C@H:17]1[C:16]([O:15][CH2:8][C:9]1[CH:14]=[CH:13][CH:12]=[CH:11][CH:10]=1)=[O:22]. The catalyst class is: 2. (3) Reactant: [C:1]([O:11][CH:12]([CH3:14])[CH3:13])(=[O:10])/[CH:2]=[CH:3]/[C:4]([O:6][CH:7]([CH3:9])[CH3:8])=[O:5].[C:15]([O:22][CH:23]([CH3:25])[CH3:24])(=[O:21])/[CH:16]=[CH:17]/[C:18]([O-:20])=[O:19].[C:26]([O:36][CH2:37][CH3:38])(=[O:35])[CH:27]=[CH:28][C:29]1[CH:34]=[CH:33][CH:32]=[CH:31][CH:30]=1.C(OOC(C)(C)C)(=O)C(C)(C)C. Product: [C:4]([O:6][CH:7]([CH3:9])[CH3:8])(=[O:5])/[CH:3]=[CH:2]/[C:1]([O:11][CH:12]([CH3:14])[CH3:13])=[O:10].[C:15]([O:22][CH:23]([CH3:25])[CH3:24])(=[O:21])/[CH:16]=[CH:17]/[C:18]([O-:20])=[O:19].[C:26]([O:36][CH2:37][CH3:38])(=[O:35])[CH:27]=[CH:28][C:29]1[CH:30]=[CH:31][CH:32]=[CH:33][CH:34]=1. The catalyst class is: 188. (4) Reactant: C(OCC)(=O)C.CCCCCCC.[F:14][C:15]1[CH:46]=[CH:45][C:18]([CH2:19][CH:20]2[C:25]3([CH2:30][CH2:29][N:28](C)[CH2:27][CH2:26]3)[O:24][CH2:23][C:22](=[O:32])[N:21]2[CH2:33][C:34]2[CH:39]=[CH:38][C:37]([O:40][CH2:41][CH:42]([CH3:44])[CH3:43])=[CH:36][CH:35]=2)=[CH:17][CH:16]=1.C(OC(N1CCC2(OCC(=O)N(CC3C=CC(OCC(C)C)=CC=3)C2CC2C=CC(F)=CC=2)CC1)=O)C1C=CC=CC=1. Product: [F:14][C:15]1[CH:16]=[CH:17][C:18]([CH2:19][CH:20]2[C:25]3([CH2:26][CH2:27][NH:28][CH2:29][CH2:30]3)[O:24][CH2:23][C:22](=[O:32])[N:21]2[CH2:33][C:34]2[CH:39]=[CH:38][C:37]([O:40][CH2:41][CH:42]([CH3:43])[CH3:44])=[CH:36][CH:35]=2)=[CH:45][CH:46]=1. The catalyst class is: 29.